Dataset: Catalyst prediction with 721,799 reactions and 888 catalyst types from USPTO. Task: Predict which catalyst facilitates the given reaction. (1) Reactant: [H-].[Na+].C1COCC1.[CH3:8][O:9][C:10](=[O:18])[C:11]1[CH:16]=[CH:15][C:14]([OH:17])=[CH:13][CH:12]=1.[CH2:19](Br)[CH2:20][C:21]1[CH:26]=[CH:25][CH:24]=[CH:23][CH:22]=1. Product: [CH3:8][O:9][C:10](=[O:18])[C:11]1[CH:16]=[CH:15][C:14]([O:17][CH2:19][CH2:20][C:21]2[CH:26]=[CH:25][CH:24]=[CH:23][CH:22]=2)=[CH:13][CH:12]=1. The catalyst class is: 145. (2) Reactant: [CH3:1][C:2]([CH3:4])=O.[NH2:5][O:6][CH2:7][CH2:8][CH2:9][CH2:10][N:11]1[C:23]2[C:22]3[CH:21]=[CH:20][CH:19]=[CH:18][C:17]=3[N:16]=[C:15]([NH2:24])[C:14]=2[N:13]=[C:12]1[CH2:25][CH2:26][CH2:27][CH3:28]. Product: [NH2:24][C:15]1[C:14]2[N:13]=[C:12]([CH2:25][CH2:26][CH2:27][CH3:28])[N:11]([CH2:10][CH2:9][CH2:8][CH2:7][O:6][N:5]=[C:2]([CH3:4])[CH3:1])[C:23]=2[C:22]2[CH:21]=[CH:20][CH:19]=[CH:18][C:17]=2[N:16]=1. The catalyst class is: 5. (3) Reactant: ClC(Cl)(O[C:5](=[O:11])OC(Cl)(Cl)Cl)Cl.[Br:13][C:14]1[C:15]([CH3:21])=[C:16]([CH:18]=[CH:19][CH:20]=1)[NH2:17].CCN(C(C)C)C(C)C. Product: [Br:13][C:14]1[CH:20]=[CH:19][CH:18]=[C:16]([N:17]=[C:5]=[O:11])[C:15]=1[CH3:21]. The catalyst class is: 11. (4) Reactant: C[O:2][C:3]([CH:5]1[CH2:10][N:9]([S:11]([C:14]2[CH:22]=[C:21]3[C:17]([C:18]([Cl:23])=[CH:19][NH:20]3)=[CH:16][CH:15]=2)(=[O:13])=[O:12])[CH2:8][C:7](=[O:24])[N:6]1[CH2:25][CH:26]1[CH2:31][CH2:30][N:29]([C:32]2[CH:37]=[CH:36][C:35](=[O:38])[N:34]([CH3:39])[N:33]=2)[CH2:28][CH2:27]1)=[O:4]. Product: [Cl:23][C:18]1[C:17]2[C:21](=[CH:22][C:14]([S:11]([N:9]3[CH2:8][C:7](=[O:24])[N:6]([CH2:25][CH:26]4[CH2:31][CH2:30][N:29]([C:32]5[CH:37]=[CH:36][C:35](=[O:38])[N:34]([CH3:39])[N:33]=5)[CH2:28][CH2:27]4)[CH:5]([C:3]([OH:4])=[O:2])[CH2:10]3)(=[O:12])=[O:13])=[CH:15][CH:16]=2)[NH:20][CH:19]=1. The catalyst class is: 7. (5) Reactant: Br.[NH2:2][C:3]1[N:8]=[CH:7][C:6]([OH:9])=[CH:5][CH:4]=1.[CH2:10]([O:12][C:13](=[O:18])[C:14](Br)([CH3:16])[CH3:15])[CH3:11].C(=O)([O-])[O-].[Cs+].[Cs+].O. Product: [CH2:10]([O:12][C:13](=[O:18])[C:14]([O:9][C:6]1[CH:7]=[N:8][C:3]([NH2:2])=[CH:4][CH:5]=1)([CH3:16])[CH3:15])[CH3:11]. The catalyst class is: 115. (6) Reactant: N/[C:2](=[CH:5]\[CH3:6])/[C:3]#[N:4].[ClH:7].Cl.[NH:9]([C:11]1[CH:12]=[N:13][CH:14]=[CH:15][CH:16]=1)[NH2:10].Cl. Product: [ClH:7].[ClH:7].[CH3:6][C:5]1[CH:2]=[C:3]([NH2:4])[N:9]([C:11]2[CH:12]=[N:13][CH:14]=[CH:15][CH:16]=2)[N:10]=1. The catalyst class is: 6. (7) Reactant: [Cl:1][C:2]1[CH:3]=[C:4](B(O)O)[CH:5]=[C:6]([Cl:9])[C:7]=1[Cl:8].Br[C:14]([C:16]([F:19])([F:18])[F:17])=[CH2:15].C([O-])([O-])=O.[Cs+].[Cs+]. Product: [Cl:1][C:2]1[CH:3]=[C:4]([C:14]([C:16]([F:19])([F:18])[F:17])=[CH2:15])[CH:5]=[C:6]([Cl:9])[C:7]=1[Cl:8]. The catalyst class is: 516. (8) Reactant: [NH2:1][C:2]1[CH:3]=[C:4]([CH:9]=[C:10]([N+:12]([O-:14])=[O:13])[CH:11]=1)[C:5]([O:7]C)=[O:6].N1C=CC=C[CH:16]=1.[CH3:21][S:22](Cl)(=[O:24])=[O:23]. Product: [CH3:16][C:3]1[C:2]([NH:1][S:22]([CH3:21])(=[O:24])=[O:23])=[CH:11][C:10]([N+:12]([O-:14])=[O:13])=[CH:9][C:4]=1[C:5]([OH:7])=[O:6]. The catalyst class is: 22. (9) Reactant: [F:1][C:2]1[CH:3]=[C:4]2[C:8](=[CH:9][CH:10]=1)[NH:7][C:6](=[O:11])[CH2:5]2.C[Si]([N-][Si](C)(C)C)(C)C.[Li+].[N:22]1[CH:27]=[CH:26][CH:25]=[C:24]2[C:28](=O)[O:29][CH2:30][C:23]=12.Cl. Product: [F:1][C:2]1[CH:3]=[C:4]2[C:8](=[CH:9][CH:10]=1)[NH:7][C:6](=[O:11])[C:5]2=[C:28]1[C:24]2[C:23](=[N:22][CH:27]=[CH:26][CH:25]=2)[CH2:30][O:29]1. The catalyst class is: 1. (10) Reactant: CN(C(ON1N=NC2C=CC=NC1=2)=[N+](C)C)C.F[P-](F)(F)(F)(F)F.[F:25][C:26]1[CH:31]=[CH:30][CH:29]=[CH:28][C:27]=1[N:32]1[C:40]2[C:35](=[C:36]([N:41]3[CH2:45][CH2:44][N:43]([CH2:46][C:47](O)=[O:48])[C:42]3=[O:50])[CH:37]=[CH:38][CH:39]=2)[CH:34]=[N:33]1.Cl.[F:52][C@@H:53]1[CH2:58][CH2:57][CH2:56][NH:55][CH2:54]1. Product: [F:25][C:26]1[CH:31]=[CH:30][CH:29]=[CH:28][C:27]=1[N:32]1[C:40]2[C:35](=[C:36]([N:41]3[CH2:45][CH2:44][N:43]([CH2:46][C:47]([N:55]4[CH2:56][CH2:57][CH2:58][C@@H:53]([F:52])[CH2:54]4)=[O:48])[C:42]3=[O:50])[CH:37]=[CH:38][CH:39]=2)[CH:34]=[N:33]1. The catalyst class is: 9.